From a dataset of Catalyst prediction with 721,799 reactions and 888 catalyst types from USPTO. Predict which catalyst facilitates the given reaction. (1) Reactant: [OH:1][CH2:2][CH2:3][N:4]([CH2:29][CH2:30][I:31])[C:5]1[C:22]([N+:23]([O-:25])=[O:24])=[CH:21][C:20]([N+:26]([O-:28])=[O:27])=[CH:19][C:6]=1[C:7]([NH:9][CH2:10][CH2:11][O:12][CH:13]1[CH2:18][CH2:17][CH2:16][CH2:15][O:14]1)=[O:8].CCN(CC)CC.[CH3:39][S:40](Cl)(=[O:42])=[O:41].C([O-])(O)=O.[Na+]. Product: [CH3:39][S:40]([O:1][CH2:2][CH2:3][N:4]([CH2:29][CH2:30][I:31])[C:5]1[C:6]([C:7]([NH:9][CH2:10][CH2:11][O:12][CH:13]2[CH2:18][CH2:17][CH2:16][CH2:15][O:14]2)=[O:8])=[CH:19][C:20]([N+:26]([O-:28])=[O:27])=[CH:21][C:22]=1[N+:23]([O-:25])=[O:24])(=[O:42])=[O:41]. The catalyst class is: 2. (2) Reactant: [Na].C[Si](C)(C)N[Si](C)(C)C.[CH3:11][O:12][C:13]1[CH:18]=[CH:17][C:16]([CH2:19][C:20]([OH:22])=O)=[CH:15][CH:14]=1.[Cl:23][C:24]1[CH:33]=[C:32]([Cl:34])[CH:31]=[CH:30][C:25]=1C(OC)=O.Cl. Product: [Cl:23][C:24]1[CH:33]=[C:32]([Cl:34])[CH:31]=[CH:30][C:25]=1[C:20](=[O:22])[CH2:19][C:16]1[CH:15]=[CH:14][C:13]([O:12][CH3:11])=[CH:18][CH:17]=1. The catalyst class is: 1. (3) Reactant: [CH:1]1([CH2:6][C@H:7]([CH2:42][N:43]([CH:52]=[O:53])[O:44]CC2C=CC=CC=2)[C:8]([N:10]2[C@H:14]([C:15]([NH:17][C:18]3[CH:23]=[CH:22][N:21]=[C:20]([N:24]4[CH2:29][CH2:28][N:27]([CH3:30])[CH2:26][C@@H:25]4[CH3:31])[N:19]=3)=[O:16])[CH2:13][CH2:12][N:11]2C(OCC2C=CC=CC=2)=O)=[O:9])[CH2:5][CH2:4][CH2:3][CH2:2]1. Product: [CH:1]1([CH2:6][C@H:7]([CH2:42][N:43]([CH:52]=[O:53])[OH:44])[C:8]([N:10]2[C@H:14]([C:15]([NH:17][C:18]3[CH:23]=[CH:22][N:21]=[C:20]([N:24]4[CH2:29][CH2:28][N:27]([CH3:30])[CH2:26][C@@H:25]4[CH3:31])[N:19]=3)=[O:16])[CH2:13][CH2:12][NH:11]2)=[O:9])[CH2:2][CH2:3][CH2:4][CH2:5]1. The catalyst class is: 563. (4) Reactant: Br[C:2]1[CH:3]=[CH:4][C:5]2[C:6]([CH:10]=1)=[N:7][O:8][N:9]=2.C(=O)([O-])[O-].[Na+].[Na+].[CH3:17][N:18]([CH3:28])[C:19]1[CH:24]=[CH:23][C:22](B(O)O)=[CH:21][CH:20]=1. Product: [N:9]1[O:8][N:7]=[C:6]2[CH:10]=[C:2]([C:22]3[CH:23]=[CH:24][C:19]([N:18]([CH3:28])[CH3:17])=[CH:20][CH:21]=3)[CH:3]=[CH:4][C:5]=12. The catalyst class is: 149.